The task is: Predict which catalyst facilitates the given reaction.. This data is from Catalyst prediction with 721,799 reactions and 888 catalyst types from USPTO. (1) Reactant: O[CH:2]=[C:3]1[C:11]2[C:6](=[CH:7][C:8]([C:12]([C:14]3[CH:19]=[CH:18][C:17]([NH:20][C:21]([C:23]4[S:24][CH:25]=[CH:26][CH:27]=4)=[O:22])=[CH:16][CH:15]=3)=[O:13])=[CH:9][CH:10]=2)[NH:5][C:4]1=[O:28].C1COCC1.[NH2:34][C:35]1[CH:40]=[CH:39][C:38]([N:41]2[CH2:46][CH2:45][O:44][CH2:43][CH2:42]2)=[CH:37][CH:36]=1. Product: [N:41]1([C:38]2[CH:37]=[CH:36][C:35]([NH:34][CH:2]=[C:3]3[C:11]4[C:6](=[CH:7][C:8]([C:12]([C:14]5[CH:19]=[CH:18][C:17]([NH:20][C:21]([C:23]6[S:24][CH:25]=[CH:26][CH:27]=6)=[O:22])=[CH:16][CH:15]=5)=[O:13])=[CH:9][CH:10]=4)[NH:5][C:4]3=[O:28])=[CH:40][CH:39]=2)[CH2:46][CH2:45][O:44][CH2:43][CH2:42]1. The catalyst class is: 25. (2) Reactant: CC(C)(OC([NH:7][C@@H:8]([C:19]([NH:21][C@H:22]([C:38]([N:40]1[CH2:45][CH2:44][N:43]([C:46]2[CH:51]=[CH:50][N:49]=[CH:48][CH:47]=2)[CH2:42][CH2:41]1)=[O:39])[CH2:23][CH2:24][CH2:25][CH2:26][NH:27][C:28]([O:30][CH2:31][C:32]1[CH:37]=[CH:36][CH:35]=[CH:34][CH:33]=1)=[O:29])=[O:20])[CH2:9][C:10]1[CH:15]=[C:14]([Br:16])[C:13]([OH:17])=[C:12]([Br:18])[CH:11]=1)=O)C.FC(F)(F)C(O)=O.C(=O)([O-])O.[Na+].[K+].[Br-].BrBr. Product: [Br:16][C:14]1[CH:15]=[C:10]([CH:11]=[C:12]([Br:18])[C:13]=1[OH:17])[CH2:9][C@H:8]([C:19]([NH:21][C@H:22]([C:38]([N:40]1[CH2:45][CH2:44][N:43]([C:46]2[CH:51]=[CH:50][N:49]=[CH:48][CH:47]=2)[CH2:42][CH2:41]1)=[O:39])[CH2:23][CH2:24][CH2:25][CH2:26][NH:27][C:28]([O:30][CH2:31][C:32]1[CH:37]=[CH:36][CH:35]=[CH:34][CH:33]=1)=[O:29])=[O:20])[NH2:7]. The catalyst class is: 2. (3) Reactant: C[O:2][C:3](=[O:30])[C:4]1[CH:9]=[CH:8][C:7]([CH:10]=[CH:11][CH:12]([C:18]2[CH:27]=[C:26]3[C:21]([C:22]([CH3:29])([CH3:28])[CH2:23][CH2:24][O:25]3)=[CH:20][CH:19]=2)[CH2:13][CH2:14][CH2:15][CH2:16][CH3:17])=[CH:6][CH:5]=1.O.[OH-].[Li+]. Product: [CH3:28][C:22]1([CH3:29])[C:21]2[C:26](=[CH:27][C:18]([CH:12]([CH2:13][CH2:14][CH2:15][CH2:16][CH3:17])[CH:11]=[CH:10][C:7]3[CH:6]=[CH:5][C:4]([C:3]([OH:30])=[O:2])=[CH:9][CH:8]=3)=[CH:19][CH:20]=2)[O:25][CH2:24][CH2:23]1. The catalyst class is: 87.